Predict the reactants needed to synthesize the given product. From a dataset of Full USPTO retrosynthesis dataset with 1.9M reactions from patents (1976-2016). Given the product [ClH:20].[CH:25]1([C:19]2[C:14]([N:11]3[CH2:10][CH2:9][NH:8][CH2:13][CH2:12]3)=[N:15][CH:16]=[C:17]([C:21]([F:22])([F:23])[F:24])[CH:18]=2)[CH2:27][CH2:26]1, predict the reactants needed to synthesize it. The reactants are: C(OC([N:8]1[CH2:13][CH2:12][N:11]([C:14]2[C:19]([Cl:20])=[CH:18][C:17]([C:21]([F:24])([F:23])[F:22])=[CH:16][N:15]=2)[CH2:10][CH2:9]1)=O)(C)(C)C.[CH:25]1(B(O)O)[CH2:27][CH2:26]1.